From a dataset of Forward reaction prediction with 1.9M reactions from USPTO patents (1976-2016). Predict the product of the given reaction. (1) Given the reactants [Cl:1][C:2]1[CH:10]=[C:9]([C:11]([NH:13][C@H:14]([C:16]2[NH:20][C:19]3[CH:21]=[CH:22][C:23]([Cl:25])=[CH:24][C:18]=3[N:17]=2)[CH3:15])=[O:12])[CH:8]=[CH:7][C:3]=1[C:4](O)=[O:5].CN(C(ON1N=NC2C=CC=CC1=2)=[N+](C)C)C.[B-](F)(F)(F)F.C(N(C(C)C)CC)(C)C.[C:57]([N:60]([CH2:62][C@H:63]1[CH2:67][CH2:66][CH2:65][NH:64]1)[CH3:61])(=[O:59])[CH3:58].ClCl, predict the reaction product. The product is: [C:57]([N:60]([CH2:62][C@H:63]1[CH2:67][CH2:66][CH2:65][N:64]1[C:4]([C:3]1[CH:7]=[CH:8][C:9]([C:11]([NH:13][C@H:14]([C:16]2[NH:20][C:19]3[CH:21]=[CH:22][C:23]([Cl:25])=[CH:24][C:18]=3[N:17]=2)[CH3:15])=[O:12])=[CH:10][C:2]=1[Cl:1])=[O:5])[CH3:61])(=[O:59])[CH3:58]. (2) Given the reactants [C:1]([O:5][C:6](=[O:24])[CH2:7][CH2:8][CH2:9][CH2:10][CH2:11][CH2:12][CH2:13][CH2:14][CH2:15][CH2:16][CH2:17][CH2:18][CH2:19][CH2:20][C:21]([OH:23])=O)([CH3:4])([CH3:3])[CH3:2].C1C=NC2N(O)N=NC=2C=1.C1CCC(N=C=NC2CCCCC2)CC1.[C:50]([O:54][C:55](=[O:66])[C:56]1[CH:64]=[C:63]([NH2:65])[CH:62]=[C:58]([C:59]([OH:61])=[O:60])[CH:57]=1)([CH3:53])([CH3:52])[CH3:51].CCN(C(C)C)C(C)C, predict the reaction product. The product is: [C:50]([O:54][C:55](=[O:66])[C:56]1[CH:64]=[C:63]([NH:65][C:21](=[O:23])[CH2:20][CH2:19][CH2:18][CH2:17][CH2:16][CH2:15][CH2:14][CH2:13][CH2:12][CH2:11][CH2:10][CH2:9][CH2:8][CH2:7][C:6]([O:5][C:1]([CH3:2])([CH3:3])[CH3:4])=[O:24])[CH:62]=[C:58]([C:59]([OH:61])=[O:60])[CH:57]=1)([CH3:53])([CH3:51])[CH3:52]. (3) Given the reactants Br[C:2]1[CH:3]=[C:4]([NH:8][C:9](=[O:15])[O:10][C:11]([CH3:14])([CH3:13])[CH3:12])[CH:5]=[N:6][CH:7]=1.C(P(C(C)(C)C)C1C=CC=CC=1C1C=CC=CC=1)(C)(C)C.[NH:37]1[CH2:42][CH2:41][O:40][CH2:39][CH2:38]1.P([O-])([O-])([O-])=O.[K+].[K+].[K+], predict the reaction product. The product is: [N:37]1([C:2]2[CH:3]=[C:4]([NH:8][C:9](=[O:15])[O:10][C:11]([CH3:14])([CH3:13])[CH3:12])[CH:5]=[N:6][CH:7]=2)[CH2:42][CH2:41][O:40][CH2:39][CH2:38]1. (4) Given the reactants [Cl:1][C:2]1[C:3]([O:10][CH3:11])=[C:4]([NH2:9])[CH:5]=[C:6]([Cl:8])[CH:7]=1.[Cl:12][C:13]([Cl:35])([Cl:34])[C:14]([N:16]1[CH2:21][CH2:20][N:19]([C:22]2[CH:23]=[C:24]([S:30](Cl)(=[O:32])=[O:31])[CH:25]=[CH:26][C:27]=2[O:28][CH3:29])[CH2:18][CH2:17]1)=[O:15].N1C=CC=CC=1, predict the reaction product. The product is: [Cl:1][C:2]1[C:3]([O:10][CH3:11])=[C:4]([NH:9][S:30]([C:24]2[CH:25]=[CH:26][C:27]([O:28][CH3:29])=[C:22]([N:19]3[CH2:20][CH2:21][N:16]([C:14](=[O:15])[C:13]([Cl:35])([Cl:12])[Cl:34])[CH2:17][CH2:18]3)[CH:23]=2)(=[O:32])=[O:31])[CH:5]=[C:6]([Cl:8])[CH:7]=1.